This data is from Peptide-MHC class I binding affinity with 185,985 pairs from IEDB/IMGT. The task is: Regression. Given a peptide amino acid sequence and an MHC pseudo amino acid sequence, predict their binding affinity value. This is MHC class I binding data. (1) The peptide sequence is KPPRGVLLY. The MHC is HLA-A02:12 with pseudo-sequence HLA-A02:12. The binding affinity (normalized) is 0.0847. (2) The peptide sequence is SVQWFRLPR. The MHC is HLA-B45:06 with pseudo-sequence HLA-B45:06. The binding affinity (normalized) is 0.213. (3) The peptide sequence is KPCTLEGVW. The MHC is Mamu-B17 with pseudo-sequence Mamu-B17. The binding affinity (normalized) is 0.391. (4) The peptide sequence is YLALIATFK. The MHC is HLA-A03:01 with pseudo-sequence HLA-A03:01. The binding affinity (normalized) is 0.857. (5) The peptide sequence is AAAQGQAPL. The MHC is HLA-B07:02 with pseudo-sequence HLA-B07:02. The binding affinity (normalized) is 0.739. (6) The peptide sequence is MMNITRLEV. The MHC is HLA-A68:02 with pseudo-sequence HLA-A68:02. The binding affinity (normalized) is 0.345.